This data is from Forward reaction prediction with 1.9M reactions from USPTO patents (1976-2016). The task is: Predict the product of the given reaction. (1) The product is: [OH:22][CH2:21][CH:10]1[CH2:9][CH:8]([O:7][CH:2]2[CH2:3][CH2:4][CH2:5][CH2:6][O:1]2)[CH2:13][CH2:12][N:11]1[C:14]([O:16][C:17]([CH3:20])([CH3:19])[CH3:18])=[O:15]. Given the reactants [O:1]1[CH2:6][CH2:5][CH2:4][CH2:3][CH:2]1[O:7][CH:8]1[CH2:13][CH2:12][N:11]([C:14]([O:16][C:17]([CH3:20])([CH3:19])[CH3:18])=[O:15])[CH:10]([C:21](OC)=[O:22])[CH2:9]1.[H-].[Al+3].[Li+].[H-].[H-].[H-], predict the reaction product. (2) Given the reactants [CH3:1][N:2]([CH3:23])[C:3](=[O:22])[CH2:4][CH2:5][N:6]1[C:18]2[C:17]3[CH:16]=[CH:15][CH:14]=[CH:13][C:12]=3[N:11]=[CH:10][C:9]=2[N:8]=[C:7]1[CH2:19][CH2:20][CH3:21].C1C=C(Cl)C=C(C(OO)=O)C=1.C1(S(Cl)(=O)=O)C=CC=CC=1.[OH-].[NH4+:46], predict the reaction product. The product is: [NH2:46][C:10]1[C:9]2[N:8]=[C:7]([CH2:19][CH2:20][CH3:21])[N:6]([CH2:5][CH2:4][C:3]([N:2]([CH3:1])[CH3:23])=[O:22])[C:18]=2[C:17]2[CH:16]=[CH:15][CH:14]=[CH:13][C:12]=2[N:11]=1.